This data is from Reaction yield outcomes from USPTO patents with 853,638 reactions. The task is: Predict the reaction yield, written as a fraction of the theoretical maximum amount of product (1.0 means a 100% yield; for example, 0.34 means a 34% yield). (1) The yield is 0.260. The product is [CH3:1][S:2]([N:5]1[C:9]2=[N:10][CH:11]=[CH:12][CH:13]=[C:8]2[C:7](=[O:24])[CH2:6]1)(=[O:4])=[O:3]. The reactants are [CH3:1][S:2]([N:5]1[C:9]2=[N:10][CH:11]=[CH:12][CH:13]=[C:8]2[C:7](C=O)=[CH:6]1)(=[O:4])=[O:3].ClC1C=CC=C(C(OO)=[O:24])C=1. The catalyst is ClCCl. (2) The reactants are [ClH:1].O1CCOCC1.[Cl:8][C:9]1[CH:14]=[CH:13][C:12]([C@H:15]([C:25]([N:27]2[CH2:32][CH2:31][N:30]([C:33]3[C:34]4[C@H:41]([CH3:42])[CH2:40][CH2:39][C:35]=4[N:36]=[CH:37][N:38]=3)[CH2:29][CH2:28]2)=[O:26])[CH2:16][NH:17]C(=O)OC(C)(C)C)=[CH:11][CH:10]=1. The catalyst is O1CCOCC1. The product is [ClH:8].[ClH:1].[NH2:17][CH2:16][C@H:15]([C:12]1[CH:13]=[CH:14][C:9]([Cl:8])=[CH:10][CH:11]=1)[C:25]([N:27]1[CH2:28][CH2:29][N:30]([C:33]2[C:34]3[C@H:41]([CH3:42])[CH2:40][CH2:39][C:35]=3[N:36]=[CH:37][N:38]=2)[CH2:31][CH2:32]1)=[O:26]. The yield is 0.787. (3) The reactants are [CH2:1]([N:8]([CH2:12][C:13]1[C:18](Cl)=[N:17][C:16]([N:20]([CH:22]2[CH2:25][CH2:24][CH2:23]2)[CH3:21])=[CH:15][N:14]=1)[CH2:9][CH2:10][OH:11])[C:2]1[CH:7]=[CH:6][CH:5]=[CH:4][CH:3]=1.CC(C)([O-])C.[K+].O. The catalyst is CN(C=O)C. The product is [CH2:1]([N:8]1[CH2:12][C:13]2[N:14]=[CH:15][C:16]([N:20]([CH:22]3[CH2:25][CH2:24][CH2:23]3)[CH3:21])=[N:17][C:18]=2[O:11][CH2:10][CH2:9]1)[C:2]1[CH:7]=[CH:6][CH:5]=[CH:4][CH:3]=1. The yield is 0.710. (4) The reactants are [F:1][C:2]1[CH:7]=[CH:6][C:5]([O:8][C:9]2[CH:14]=[CH:13][C:12](I)=[CH:11][CH:10]=2)=[CH:4][CH:3]=1.C(Cl)Cl.C([O-])(=O)C.[K+].[CH3:24][C:25]1([CH3:41])[C:29]([CH3:31])([CH3:30])[O:28][B:27]([B:27]2[O:28][C:29]([CH3:31])([CH3:30])[C:25]([CH3:41])([CH3:24])[O:26]2)[O:26]1. The catalyst is O1CCOCC1.C1C=CC(P(C2C=CC=CC=2)[C-]2C=CC=C2)=CC=1.C1C=CC(P(C2C=CC=CC=2)[C-]2C=CC=C2)=CC=1.Cl[Pd]Cl.[Fe+2]. The product is [F:1][C:2]1[CH:7]=[CH:6][C:5]([O:8][C:9]2[CH:14]=[CH:13][C:12]([B:27]3[O:28][C:29]([CH3:31])([CH3:30])[C:25]([CH3:41])([CH3:24])[O:26]3)=[CH:11][CH:10]=2)=[CH:4][CH:3]=1. The yield is 0.570.